This data is from Full USPTO retrosynthesis dataset with 1.9M reactions from patents (1976-2016). The task is: Predict the reactants needed to synthesize the given product. (1) The reactants are: [CH:1]1([O:6][N:7]2C(=O)C3C(=CC=CC=3)C2=O)[CH2:5][CH2:4][CH2:3][CH2:2]1.NN.[N+:20]([C:23]1[CH:29]=[C:28]([S:30](Cl)(=[O:32])=[O:31])[CH:27]=[CH:26][C:24]=1[NH2:25])([O-:22])=[O:21].C(N(CC)C(C)C)(C)C. Given the product [NH2:25][C:24]1[CH:26]=[CH:27][C:28]([S:30]([NH:7][O:6][CH:1]2[CH2:2][CH2:3][CH2:4][CH2:5]2)(=[O:32])=[O:31])=[CH:29][C:23]=1[N+:20]([O-:22])=[O:21], predict the reactants needed to synthesize it. (2) The reactants are: C(OC(=O)[NH:7][C@@H:8]([CH2:25][C@H:26]([CH2:30][C:31]1[CH:36]=[C:35]([O:37][CH2:38][CH2:39][CH2:40][O:41][CH3:42])[CH:34]=[C:33]([O:43][CH3:44])[CH:32]=1)[CH:27]([CH3:29])[CH3:28])[C@@H:9]([OH:24])[CH2:10][C@H:11]([C:15](=[O:23])[NH:16][CH2:17][C@H:18]1[CH2:22][CH2:21][CH2:20][O:19]1)[CH:12]([CH3:14])[CH3:13])(C)(C)C.Cl.C(O)(=O)/C=C/C(O)=O. Given the product [O:19]1[CH2:20][CH2:21][CH2:22][C@@H:18]1[CH2:17][NH:16][C:15](=[O:23])[C@H:11]([CH:12]([CH3:14])[CH3:13])[CH2:10][C@H:9]([OH:24])[C@@H:8]([NH2:7])[CH2:25][C@H:26]([CH2:30][C:31]1[CH:36]=[C:35]([O:37][CH2:38][CH2:39][CH2:40][O:41][CH3:42])[CH:34]=[C:33]([O:43][CH3:44])[CH:32]=1)[CH:27]([CH3:29])[CH3:28], predict the reactants needed to synthesize it.